This data is from Catalyst prediction with 721,799 reactions and 888 catalyst types from USPTO. The task is: Predict which catalyst facilitates the given reaction. Reactant: [F:1][C:2]1[CH:3]=[C:4]([N+:19]([O-:21])=[O:20])[C:5]([NH:9][C@H:10]([C:12]2[N:17]=[CH:16][C:15]([F:18])=[CH:14][N:13]=2)[CH3:11])=[N:6][C:7]=1F.[CH3:22][C:23]1[NH:27][N:26]=[C:25]([NH2:28])[CH:24]=1.CCN(C(C)C)C(C)C. Product: [F:1][C:2]1[C:7]([NH:28][C:25]2[CH:24]=[C:23]([CH3:22])[NH:27][N:26]=2)=[N:6][C:5]([NH:9][C@H:10]([C:12]2[N:17]=[CH:16][C:15]([F:18])=[CH:14][N:13]=2)[CH3:11])=[C:4]([N+:19]([O-:21])=[O:20])[CH:3]=1. The catalyst class is: 1.